Dataset: Catalyst prediction with 721,799 reactions and 888 catalyst types from USPTO. Task: Predict which catalyst facilitates the given reaction. (1) Reactant: [C:1]([C:3]1[C@@H:8]([C:9]2[CH:14]=[CH:13][C:12]([C:15]#[N:16])=[CH:11][C:10]=2[S:17]([CH3:20])(=[O:19])=[O:18])[N:7]([C:21](OC2C=CC([N+]([O-])=O)=CC=2)=[O:22])[C:6](=[O:33])[N:5]([C:34]2[CH:39]=[CH:38][CH:37]=[C:36]([C:40]([F:43])([F:42])[F:41])[CH:35]=2)[C:4]=1[CH3:44])#[N:2].[NH2:45][CH2:46][CH2:47][OH:48]. Product: [C:1]([C:3]1[C@@H:8]([C:9]2[CH:14]=[CH:13][C:12]([C:15]#[N:16])=[CH:11][C:10]=2[S:17]([CH3:20])(=[O:19])=[O:18])[N:7]([C:21]([NH:45][CH2:46][CH2:47][OH:48])=[O:22])[C:6](=[O:33])[N:5]([C:34]2[CH:39]=[CH:38][CH:37]=[C:36]([C:40]([F:42])([F:43])[F:41])[CH:35]=2)[C:4]=1[CH3:44])#[N:2]. The catalyst class is: 10. (2) Product: [Cl:1][C:2]1[CH:3]=[C:4]([CH2:18][C:19]([OH:21])=[O:20])[CH:5]=[CH:6][C:7]=1[NH:8][C:9]([NH:11][C:12]1[CH:17]=[CH:16][CH:15]=[CH:14][CH:13]=1)=[O:10]. Reactant: [Cl:1][C:2]1[CH:3]=[C:4]([CH2:18][C:19]([O:21]C)=[O:20])[CH:5]=[CH:6][C:7]=1[NH:8][C:9]([NH:11][C:12]1[CH:17]=[CH:16][CH:15]=[CH:14][CH:13]=1)=[O:10].[OH-].[Na+]. The catalyst class is: 1. (3) Reactant: C([O:3][C:4](=[O:29])[C:5]([S:18]([C:21]1[CH:26]=[CH:25][C:24]([O:27][CH3:28])=[CH:23][CH:22]=1)(=[O:20])=[O:19])([CH2:11][C:12]1[CH:13]=[N:14][CH:15]=[CH:16][CH:17]=1)[CH:6]=[CH:7][CH:8]([CH3:10])[CH3:9])C. Product: [CH3:28][O:27][C:24]1[CH:25]=[CH:26][C:21]([S:18]([C:5]([CH2:11][C:12]2[CH:13]=[N:14][CH:15]=[CH:16][CH:17]=2)([CH2:6][CH:7]=[C:8]([CH3:10])[CH3:9])[C:4]([OH:29])=[O:3])(=[O:20])=[O:19])=[CH:22][CH:23]=1. The catalyst class is: 273.